From a dataset of Forward reaction prediction with 1.9M reactions from USPTO patents (1976-2016). Predict the product of the given reaction. (1) Given the reactants [F:1][C:2]1[CH:26]=[CH:25][C:5]([O:6][CH2:7][C:8]2[N:9]=[C:10]3[S:17][C:16]([CH3:18])=[C:15]([CH:19]4[CH2:21][CH:20]4[C:22]([NH2:24])=O)[N:11]3[C:12](=[O:14])[CH:13]=2)=[CH:4][CH:3]=1.N12CCCN=C1CCCCC2.P(Cl)(Cl)(OCC)=O.O, predict the reaction product. The product is: [F:1][C:2]1[CH:3]=[CH:4][C:5]([O:6][CH2:7][C:8]2[N:9]=[C:10]3[S:17][C:16]([CH3:18])=[C:15]([CH:19]4[CH2:21][CH:20]4[C:22]#[N:24])[N:11]3[C:12](=[O:14])[CH:13]=2)=[CH:25][CH:26]=1. (2) Given the reactants [C:1]([O:9][CH2:10][CH3:11])(=[O:8])[CH2:2][C:3]([O:5][CH2:6][CH3:7])=[O:4].[H-].[Na+].Br[C:15]1[CH:20]=[CH:19][C:18]([C:21]([C:23]2[CH:28]=[CH:27][C:26]([N+:29]([O-:31])=[O:30])=[CH:25][CH:24]=2)=[O:22])=[CH:17][C:16]=1[N+:32]([O-:34])=[O:33].C([O-])(=O)CC([O-])=O, predict the reaction product. The product is: [CH2:10]([O:9][C:1](=[O:8])[CH:2]([C:15]1[CH:20]=[CH:19][C:18]([C:21](=[O:22])[C:23]2[CH:24]=[CH:25][C:26]([N+:29]([O-:31])=[O:30])=[CH:27][CH:28]=2)=[CH:17][C:16]=1[N+:32]([O-:34])=[O:33])[C:3]([O:5][CH2:6][CH3:7])=[O:4])[CH3:11]. (3) Given the reactants [O:1]1[CH2:5][CH2:4][CH2:3][CH:2]1[C:6]([OH:8])=O.[NH:9]1[CH2:14][CH2:13][NH:12][CH2:11][CH2:10]1.C[Si](C)(C)N[Si](C)(C)C, predict the reaction product. The product is: [O:1]1[CH2:5][CH2:4][CH2:3][CH:2]1[C:6]([N:9]1[CH2:14][CH2:13][NH:12][CH2:11][CH2:10]1)=[O:8]. (4) Given the reactants [Cl:1][C:2]1[C:9]([F:10])=[CH:8][CH:7]=[C:6](F)[C:3]=1[C:4]#[N:5].O.[NH2:13][NH2:14], predict the reaction product. The product is: [Cl:1][C:2]1[C:9]([F:10])=[CH:8][CH:7]=[C:6]2[C:3]=1[C:4]([NH2:5])=[N:13][NH:14]2. (5) Given the reactants [Br:1][C:2]1[C:3]([F:20])=[CH:4][C:5]2[O:11][CH2:10][CH2:9][N:8]3[C:12](I)=[C:13]([C:15]([NH2:17])=[O:16])[N:14]=[C:7]3[C:6]=2[CH:19]=1.C([N:28]1[CH:32]=[C:31](B2OC(C)(C)C(C)(C)O2)[CH:30]=[N:29]1)(OC(C)(C)C)=O, predict the reaction product. The product is: [Br:1][C:2]1[C:3]([F:20])=[CH:4][C:5]2[O:11][CH2:10][CH2:9][N:8]3[C:12]([C:31]4[CH:32]=[N:28][NH:29][CH:30]=4)=[C:13]([C:15]([NH2:17])=[O:16])[N:14]=[C:7]3[C:6]=2[CH:19]=1. (6) The product is: [Cl:3][C:4]1[C:5]([C:11](=[N:26][O:27][CH3:28])[CH2:12][N:13]([CH3:29])[C:14](=[O:25])[C:15]2[CH:20]=[CH:19][CH:18]=[CH:17][C:16]=2[C:21]([F:22])([F:24])[F:23])=[N:6][CH:7]=[C:8]([Cl:10])[CH:9]=1. Given the reactants [H-].[Na+].[Cl:3][C:4]1[C:5]([C:11](=[N:26][O:27][CH3:28])[CH2:12][NH:13][C:14](=[O:25])[C:15]2[CH:20]=[CH:19][CH:18]=[CH:17][C:16]=2[C:21]([F:24])([F:23])[F:22])=[N:6][CH:7]=[C:8]([Cl:10])[CH:9]=1.[CH3:29]I, predict the reaction product. (7) The product is: [F:1][C:2]1([F:10])[CH2:7][C@H:6]2[CH2:8][C@@H:3]1[CH2:4][C:5]2=[O:9]. Given the reactants [F:1][C:2]1([F:10])[CH2:7][C@H:6]2[CH2:8][C@@H:3]1[CH2:4][C@@H:5]2[OH:9].[Cr](Cl)([O-])(=O)=O.[NH+]1C=CC=CC=1, predict the reaction product. (8) Given the reactants [CH2:1]([OH:9])[CH2:2][CH2:3][CH2:4][CH2:5][CH2:6][CH2:7][CH3:8].CC(C)([O-])C.[K+].F[C:17]1[CH:25]=[CH:24][C:20]([C:21]([OH:23])=[O:22])=[CH:19][C:18]=1[C:26]([F:29])([F:28])[F:27], predict the reaction product. The product is: [CH2:1]([O:9][C:17]1[CH:25]=[CH:24][C:20]([C:21]([OH:23])=[O:22])=[CH:19][C:18]=1[C:26]([F:27])([F:29])[F:28])[CH2:2][CH2:3][CH2:4][CH2:5][CH2:6][CH2:7][CH3:8]. (9) Given the reactants O.[ClH:2].[CH3:3][C:4]1[C:9]([CH3:10])=[CH:8][CH:7]=[CH:6][C:5]=1[CH:11]([C:13]1[NH:17][CH:16]=[N:15][CH:14]=1)[CH3:12].CC(C)=O, predict the reaction product. The product is: [ClH:2].[CH3:3][C:4]1[C:9]([CH3:10])=[CH:8][CH:7]=[CH:6][C:5]=1[CH:11]([C:13]1[NH:17][CH:16]=[N:15][CH:14]=1)[CH3:12].